The task is: Predict the reaction yield, written as a fraction of the theoretical maximum amount of product (1.0 means a 100% yield; for example, 0.34 means a 34% yield).. This data is from Reaction yield outcomes from USPTO patents with 853,638 reactions. The reactants are CON(C)[C:4](=[O:30])[CH2:5][CH:6]1[S:10][C:9]([C:11]2[NH:12][C:13]3[C:18]([CH:19]=2)=[CH:17][CH:16]=[CH:15][C:14]=3[N:20]([CH3:29])[S:21]([C:24]2[S:25][CH:26]=[CH:27][CH:28]=2)(=[O:23])=[O:22])=[N:8][CH2:7]1.O1CC[CH2:34][CH2:33]1.C([Mg]Br)=C.C(O)(=O)CC(CC(O)=O)(C(O)=O)O. The catalyst is O1CCCC1. The product is [CH3:29][N:20]([C:14]1[CH:15]=[CH:16][CH:17]=[C:18]2[C:13]=1[NH:12][C:11]([C:9]1[S:10][CH:6]([CH2:5][C:4](=[O:30])[CH:33]=[CH2:34])[CH2:7][N:8]=1)=[CH:19]2)[S:21]([C:24]1[S:25][CH:26]=[CH:27][CH:28]=1)(=[O:22])=[O:23]. The yield is 0.380.